Dataset: TCR-epitope binding with 47,182 pairs between 192 epitopes and 23,139 TCRs. Task: Binary Classification. Given a T-cell receptor sequence (or CDR3 region) and an epitope sequence, predict whether binding occurs between them. (1) The epitope is MLNIPSINV. The TCR CDR3 sequence is CASRVGGAEETQYF. Result: 0 (the TCR does not bind to the epitope). (2) The epitope is TPQDLNTML. The TCR CDR3 sequence is CASRRDFSYEQYF. Result: 0 (the TCR does not bind to the epitope). (3) The epitope is HPKVSSEVHI. The TCR CDR3 sequence is CASSSTLYGSYNEQFF. Result: 0 (the TCR does not bind to the epitope). (4) The epitope is FLKEKGGL. The TCR CDR3 sequence is CASSPRDRRTWNEQFF. Result: 1 (the TCR binds to the epitope). (5) The epitope is GPGHKARVL. The TCR CDR3 sequence is CASSVSTGEAYGYTF. Result: 1 (the TCR binds to the epitope). (6) The epitope is TLIGDCATV. The TCR CDR3 sequence is CATSDLPGQGPTGELFF. Result: 1 (the TCR binds to the epitope). (7) The epitope is AVFDRKSDAK. The TCR CDR3 sequence is CATGLAGLQETQYF. Result: 0 (the TCR does not bind to the epitope).